From a dataset of Peptide-MHC class I binding affinity with 185,985 pairs from IEDB/IMGT. Regression. Given a peptide amino acid sequence and an MHC pseudo amino acid sequence, predict their binding affinity value. This is MHC class I binding data. The peptide sequence is NTYLFNILYK. The MHC is HLA-B54:01 with pseudo-sequence HLA-B54:01. The binding affinity (normalized) is 0.216.